Dataset: Catalyst prediction with 721,799 reactions and 888 catalyst types from USPTO. Task: Predict which catalyst facilitates the given reaction. (1) The catalyst class is: 587. Product: [CH3:50][C:27]1[CH:26]=[C:31]([C:2]2[C:3]([O:8][CH:9]3[CH2:14][CH2:13][N:12]([C:15]4[CH:24]=[CH:23][C:22]5[C:17](=[CH:18][CH:19]=[CH:20][CH:21]=5)[N:16]=4)[CH2:11][CH2:10]3)=[N:4][CH:5]=[CH:6][N:7]=2)[CH:30]=[CH:29][N:28]=1. Reactant: Cl[C:2]1[C:3]([O:8][CH:9]2[CH2:14][CH2:13][N:12]([C:15]3[CH:24]=[CH:23][C:22]4[C:17](=[CH:18][CH:19]=[CH:20][CH:21]=4)[N:16]=3)[CH2:11][CH2:10]2)=[N:4][CH:5]=[CH:6][N:7]=1.C[C:26]1[CH:27]=[N:28][CH:29]=[CH:30][C:31]=1B1OC(C)(C)C(C)(C)O1.[O-]P([O-])([O-])=O.[K+].[K+].[K+].O1CCOC[CH2:50]1. (2) Reactant: [OH:1][C:2]1[CH:9]=[C:8]([C:10]2[S:14][CH:13]=[N:12][C:11]=2[CH3:15])[CH:7]=[CH:6][C:3]=1[C:4]#[N:5].[H-].[H-].[H-].[H-].[Li+].[Al+3]. Product: [NH2:5][CH2:4][C:3]1[CH:6]=[CH:7][C:8]([C:10]2[S:14][CH:13]=[N:12][C:11]=2[CH3:15])=[CH:9][C:2]=1[OH:1]. The catalyst class is: 7. (3) Reactant: [CH3:1][O:2][C:3]1[CH:8]=[CH:7][C:6]([CH2:9][C:10](O)=[O:11])=[C:5]([N+:13]([O-])=O)[CH:4]=1. Product: [CH3:1][O:2][C:3]1[CH:4]=[C:5]2[C:6]([CH2:9][C:10](=[O:11])[NH:13]2)=[CH:7][CH:8]=1. The catalyst class is: 770.